This data is from Retrosynthesis with 50K atom-mapped reactions and 10 reaction types from USPTO. The task is: Predict the reactants needed to synthesize the given product. (1) Given the product COC(=O)c1ccc(Cn2ccc3ccc(NC(=O)OC4CCCC4)cc32)o1, predict the reactants needed to synthesize it. The reactants are: COC(=O)c1ccc(Cn2ccc3ccc(N)cc32)o1.O=C(Cl)OC1CCCC1. (2) Given the product Cc1ccnc(N2CCN(CCc3c(C)n4c5c(cc(O)cc35)CCC4)CC2)c1, predict the reactants needed to synthesize it. The reactants are: COc1cc2c3c(c1)c(CCN1CCN(c4cc(C)ccn4)CC1)c(C)n3CCC2. (3) The reactants are: Cn1c(-c2nc(N)ncc2C#Cc2cccc(O)c2)cc2c1CCN(C(=O)OC(C)(C)C)C2=O. Given the product Cn1c(-c2nc(N)ncc2C#Cc2cccc(O)c2)cc2c1CCNC2=O, predict the reactants needed to synthesize it. (4) Given the product COc1ccc(-c2ccc(OCCCCCCO)cc2)cc1, predict the reactants needed to synthesize it. The reactants are: COc1ccc(-c2ccc(O)cc2)cc1.OCCCCCCBr. (5) Given the product O=C(O)CNC(=O)c1ncc2nc(-c3ccc(Oc4ccccc4)cc3)sc2c1O, predict the reactants needed to synthesize it. The reactants are: CCOC(=O)c1ncc2nc(-c3ccc(Oc4ccccc4)cc3)sc2c1O.NCC(=O)O. (6) Given the product O=C(CBr)Nc1ccc(Oc2ccccc2)cc1, predict the reactants needed to synthesize it. The reactants are: Nc1ccc(Oc2ccccc2)cc1.O=C(Br)CBr. (7) Given the product Cn1ncc2c(-c3ccc(NC(=O)Nc4cccc(C(F)(F)F)c4)c(O)c3)cncc21, predict the reactants needed to synthesize it. The reactants are: COc1cc(-c2cncc3c2cnn3C)ccc1NC(=O)Nc1cccc(C(F)(F)F)c1. (8) Given the product CN(CCCCCCC1=C(c2ccc(F)c(O)c2)CCCc2cc(O)ccc21)CCCCCCS(=O)(=O)CCCC(F)(F)C(F)(F)F, predict the reactants needed to synthesize it. The reactants are: CNCCCCCCS(=O)(=O)CCCC(F)(F)C(F)(F)F.Oc1ccc2c(c1)CCCC(c1ccc(F)c(O)c1)=C2CCCCCCBr. (9) Given the product C=C(C)[C@@H]1CC[C@]2(NCCO)CC[C@]3(C)[C@H](CC[C@@H]4[C@@]5(C)CC=C(C6=CCC(C(=O)OCC)CC6)C(C)(C)[C@@H]5CC[C@]43C)[C@@H]12, predict the reactants needed to synthesize it. The reactants are: C=C(C)[C@@H]1CC[C@]2(N)CC[C@]3(C)[C@H](CC[C@@H]4[C@@]5(C)CC=C(C6=CCC(C(=O)OCC)CC6)C(C)(C)[C@@H]5CC[C@]43C)[C@@H]12.OCCBr. (10) The reactants are: Cc1cc(CC(=O)N2C[C@H](O)C[C@H]2C(=O)OCc2ccccc2)on1. Given the product Cc1cc(CC(=O)N2C[C@H](O)C[C@H]2C(=O)O)on1, predict the reactants needed to synthesize it.